Task: Predict which catalyst facilitates the given reaction.. Dataset: Catalyst prediction with 721,799 reactions and 888 catalyst types from USPTO Reactant: [F:1][C:2]1[CH:7]=[C:6]([F:8])[CH:5]=[CH:4][C:3]=1[C@@:9]1([CH2:13][N:14]2[CH:18]=[N:17][CH:16]=[N:15]2)[C@H:11]([CH3:12])[O:10]1.[Cl:19][C:20]1[CH:29]=[C:28]2[C:23]([C:24](=[O:30])[NH:25][CH:26]=[N:27]2)=[CH:22][CH:21]=1.C([O-])([O-])=O.[K+].[K+].O. Product: [Cl:19][C:20]1[CH:29]=[C:28]2[C:23]([C:24](=[O:30])[N:25]([C@H:11]([CH3:12])[C@:9]([C:3]3[CH:4]=[CH:5][C:6]([F:8])=[CH:7][C:2]=3[F:1])([OH:10])[CH2:13][N:14]3[CH:18]=[N:17][CH:16]=[N:15]3)[CH:26]=[N:27]2)=[CH:22][CH:21]=1. The catalyst class is: 60.